From a dataset of Forward reaction prediction with 1.9M reactions from USPTO patents (1976-2016). Predict the product of the given reaction. (1) Given the reactants [H-].[Na+].[CH2:3]([O:10][C:11]([C:13]1[CH:18]=[CH:17][C:16](=[O:19])[NH:15][CH:14]=1)=[O:12])[C:4]1[CH:9]=[CH:8][CH:7]=[CH:6][CH:5]=1.Br[CH2:21][C:22]([O:24][CH2:25][CH3:26])=[O:23], predict the reaction product. The product is: [CH2:3]([O:10][C:11]([C:13]1[CH:18]=[CH:17][C:16](=[O:19])[N:15]([CH2:21][C:22]([O:24][CH2:25][CH3:26])=[O:23])[CH:14]=1)=[O:12])[C:4]1[CH:5]=[CH:6][CH:7]=[CH:8][CH:9]=1. (2) Given the reactants CS(O[CH2:6][CH2:7][N:8]1[C:16]2[N:15]=[C:14]([NH2:17])[N:13]3[N:18]=[C:19]([C:21]4[O:22][CH:23]=[CH:24][CH:25]=4)[N:20]=[C:12]3[C:11]=2[CH:10]=[CH:9]1)(=O)=O.Cl.Cl.[F:28][C:29]1[CH:34]=[C:33]([F:35])[CH:32]=[CH:31][C:30]=1[CH2:36][CH2:37][CH2:38][N:39]1[CH2:44][CH2:43][NH:42][CH2:41][CH2:40]1.CCN(C(C)C)C(C)C, predict the reaction product. The product is: [F:28][C:29]1[CH:34]=[C:33]([F:35])[CH:32]=[CH:31][C:30]=1[CH2:36][CH2:37][CH2:38][N:39]1[CH2:40][CH2:41][N:42]([CH2:6][CH2:7][N:8]2[C:16]3[N:15]=[C:14]([NH2:17])[N:13]4[N:18]=[C:19]([C:21]5[O:22][CH:23]=[CH:24][CH:25]=5)[N:20]=[C:12]4[C:11]=3[CH:10]=[CH:9]2)[CH2:43][CH2:44]1. (3) Given the reactants Cl.[N:2]1[CH:7]=[CH:6][CH:5]=[CH:4][C:3]=1[N:8]([CH2:32][CH2:33][C:34]([O:36][CH2:37][CH3:38])=[O:35])[C:9]([C:11]1[CH:31]=[CH:30][C:14]2[N:15]([CH3:29])[C:16]([CH2:18][NH:19][C:20]3[CH:25]=[CH:24][C:23]([C:26](=[NH:28])[NH2:27])=[CH:22][CH:21]=3)=[N:17][C:13]=2[CH:12]=1)=[O:10].Cl[C:40]([O:42][CH2:43][CH2:44][S:45]([CH3:48])(=[O:47])=[O:46])=[O:41], predict the reaction product. The product is: [N:2]1[CH:7]=[CH:6][CH:5]=[CH:4][C:3]=1[N:8]([CH2:32][CH2:33][C:34]([O:36][CH2:37][CH3:38])=[O:35])[C:9]([C:11]1[CH:31]=[CH:30][C:14]2[N:15]([CH3:29])[C:16]([CH2:18][NH:19][C:20]3[CH:25]=[CH:24][C:23]([C:26](=[NH:27])[NH:28][C:40]([O:42][CH2:43][CH2:44][S:45]([CH3:48])(=[O:47])=[O:46])=[O:41])=[CH:22][CH:21]=3)=[N:17][C:13]=2[CH:12]=1)=[O:10]. (4) The product is: [O:38]1[C:43]2[CH:44]=[CH:45][C:46]([CH2:48][NH:49][C:3]([C:5]3[N:14]4[C:8]([CH2:9][N:10]([C:19]([C:21]5[CH:26]=[CH:25][C:24]([C:27]6[CH:32]=[CH:31][CH:30]=[CH:29][C:28]=6[CH3:33])=[C:23]([O:34][CH3:35])[CH:22]=5)=[O:20])[C:11]5[CH:18]=[CH:17][CH:16]=[CH:15][C:12]=5[CH2:13]4)=[CH:7][CH:6]=3)=[O:4])=[CH:47][C:42]=2[O:41][CH2:40][CH2:39]1. Given the reactants ClC(Cl)(Cl)[C:3]([C:5]1[N:14]2[C:8]([CH2:9][N:10]([C:19]([C:21]3[CH:26]=[CH:25][C:24]([C:27]4[CH:32]=[CH:31][CH:30]=[CH:29][C:28]=4[CH3:33])=[C:23]([O:34][CH3:35])[CH:22]=3)=[O:20])[C:11]3[CH:18]=[CH:17][CH:16]=[CH:15][C:12]=3[CH2:13]2)=[CH:7][CH:6]=1)=[O:4].[O:38]1[C:43]2[CH:44]=[CH:45][C:46]([CH2:48][NH2:49])=[CH:47][C:42]=2[O:41][CH2:40][CH2:39]1, predict the reaction product. (5) Given the reactants CN[C:3]1[O:4][CH:5]=[CH:6][CH:7]=1.[C:8](O[C:8]([O:10][C:11]([CH3:14])([CH3:13])[CH3:12])=[O:9])([O:10][C:11]([CH3:14])([CH3:13])[CH3:12])=[O:9].[CH:23]([N:26](C(C)C)CC)(C)C, predict the reaction product. The product is: [C:11]([O:10][C:8]([NH:26][CH2:23][C:3]1[O:4][CH:5]=[CH:6][CH:7]=1)=[O:9])([CH3:14])([CH3:13])[CH3:12]. (6) Given the reactants [CH3:1][O:2][C:3]1[CH:28]=[CH:27][C:6]([CH2:7][N:8]2[CH2:12][CH2:11][N:10]([C:13]3[CH:18]=[CH:17][CH:16]=[CH:15][C:14]=3/[CH:19]=[CH:20]/[C:21]([O:23]CC)=O)[C:9]2=[O:26])=[CH:5][CH:4]=1.[NH2:29][OH:30].[OH-].[Na+], predict the reaction product. The product is: [OH:30][NH:29][C:21](=[O:23])/[CH:20]=[CH:19]/[C:14]1[CH:15]=[CH:16][CH:17]=[CH:18][C:13]=1[N:10]1[CH2:11][CH2:12][N:8]([CH2:7][C:6]2[CH:5]=[CH:4][C:3]([O:2][CH3:1])=[CH:28][CH:27]=2)[C:9]1=[O:26]. (7) Given the reactants [C-:1]#[N:2].[K+].Br[CH2:5][C:6]1[CH:11]=[CH:10][C:9]([Cl:12])=[C:8]([F:13])[CH:7]=1, predict the reaction product. The product is: [Cl:12][C:9]1[CH:10]=[CH:11][C:6]([CH2:5][C:1]#[N:2])=[CH:7][C:8]=1[F:13].